This data is from Full USPTO retrosynthesis dataset with 1.9M reactions from patents (1976-2016). The task is: Predict the reactants needed to synthesize the given product. (1) Given the product [Cl:1][C:2]1[C:7]([C:8]2[CH:16]=[CH:15][C:11]3[S:25][CH:24]=[N:23][C:10]=3[CH:9]=2)=[CH:6][CH:5]=[CH:4][N:3]=1, predict the reactants needed to synthesize it. The reactants are: [Cl:1][C:2]1[C:7]([C:8]2[CH:16]=[CH:15][C:11]3N=CS[C:10]=3[CH:9]=2)=[CH:6][CH:5]=[CH:4][N:3]=1.BrC1C=CC2[S:25][CH:24]=[N:23]C=2C=1.ClC1C(B2OC(C)(C)C(C)(C)O2)=CC=CN=1.C([O-])([O-])=O.[Na+].[Na+]. (2) Given the product [CH3:1][O:2][C:3]1[CH:23]=[CH:22][C:21]([O:24][CH3:25])=[CH:20][C:4]=1[CH2:5][CH:6]1[C:15]2[C:10](=[C:11]([O:18][CH3:19])[CH:12]=[CH:13][C:14]=2[O:16][CH3:17])[CH2:9][CH2:8][N:7]1[CH2:27][C:28]([NH:38][CH2:31][C:32]1[CH:37]=[CH:36][CH:35]=[CH:34][CH:33]=1)=[O:29], predict the reactants needed to synthesize it. The reactants are: [CH3:1][O:2][C:3]1[CH:23]=[CH:22][C:21]([O:24][CH3:25])=[CH:20][C:4]=1[CH2:5][CH:6]1[C:15]2[C:10](=[C:11]([O:18][CH3:19])[CH:12]=[CH:13][C:14]=2[O:16][CH3:17])[CH2:9][CH2:8][NH:7]1.Br[CH2:27][C:28](Br)=[O:29].[CH2:31]([NH2:38])[C:32]1[CH:37]=[CH:36][CH:35]=[CH:34][CH:33]=1. (3) Given the product [CH3:1][O:2][C:3]([C:5]1[C:13]2[C:8](=[C:9]([CH3:15])[CH:10]=[CH:11][C:12]=2[F:14])[N:7]([CH2:22][CH2:21][O:20][C:19]([F:32])([F:31])[F:18])[CH:6]=1)=[O:4], predict the reactants needed to synthesize it. The reactants are: [CH3:1][O:2][C:3]([C:5]1[C:13]2[C:8](=[C:9]([CH3:15])[CH:10]=[CH:11][C:12]=2[F:14])[NH:7][CH:6]=1)=[O:4].[H-].[Na+].[F:18][C:19]([F:32])([F:31])[O:20][CH2:21][CH2:22]OS(C(F)(F)F)(=O)=O.[NH4+].[Cl-]. (4) Given the product [Cl:25][C:26]1[CH:36]=[CH:35][C:29]([O:30][CH2:31][C:32]([N:10]2[CH2:9][C@H:8]([CH2:14][OH:15])[N:7]([CH2:6][C:5]3[CH:16]=[CH:17][C:2]([F:1])=[CH:3][CH:4]=3)[CH2:12][C@H:11]2[CH3:13])=[O:33])=[CH:28][CH:27]=1, predict the reactants needed to synthesize it. The reactants are: [F:1][C:2]1[CH:17]=[CH:16][C:5]([CH2:6][N:7]2[CH2:12][C@H:11]([CH3:13])[NH:10][CH2:9][C@@H:8]2[CH2:14][OH:15])=[CH:4][CH:3]=1.C(N(CC)CC)C.[Cl:25][C:26]1[CH:36]=[CH:35][C:29]([O:30][CH2:31][C:32](Cl)=[O:33])=[CH:28][CH:27]=1. (5) Given the product [C:1]([C:3]1[C:12]([B:25]2[O:29][C:28]([CH3:31])([CH3:30])[C:27]([CH3:33])([CH3:32])[O:26]2)=[C:11]2[C:6]([CH:7]=[CH:8][C:9]([C:21]([O:23][CH3:24])=[O:22])=[CH:10]2)=[CH:5][CH:4]=1)#[N:2], predict the reactants needed to synthesize it. The reactants are: [C:1]([C:3]1[C:12](OS(C(F)(F)F)(=O)=O)=[C:11]2[C:6]([CH:7]=[CH:8][C:9]([C:21]([O:23][CH3:24])=[O:22])=[CH:10]2)=[CH:5][CH:4]=1)#[N:2].[B:25]1([B:25]2[O:29][C:28]([CH3:31])([CH3:30])[C:27]([CH3:33])([CH3:32])[O:26]2)[O:29][C:28]([CH3:31])([CH3:30])[C:27]([CH3:33])([CH3:32])[O:26]1.C1(P(C2C=CC=CC=2)C2C=CC=CC=2)C=CC=CC=1.C([O-])(=O)C.[K+]. (6) Given the product [CH2:19]([O:18][CH:4]([O:3][CH2:1][CH3:2])[C:5]1[CH:17]=[CH:16][C:8]([CH2:9][CH2:10][CH2:11][OH:12])=[CH:7][CH:6]=1)[CH3:20], predict the reactants needed to synthesize it. The reactants are: [CH2:1]([O:3][CH:4]([O:18][CH2:19][CH3:20])[C:5]1[CH:17]=[CH:16][C:8]([CH:9]=[CH:10][C:11](OCC)=[O:12])=[CH:7][CH:6]=1)[CH3:2]. (7) Given the product [CH3:3][C@H:2]([C@H:15]([OH:22])[C:16]1[CH:21]=[CH:20][CH:19]=[CH:18][CH:17]=1)[C:1]([N:5]1[C:9]2[CH:10]=[CH:11][CH:12]=[CH:13][C:8]=2[O:7][C:6]1=[O:14])=[O:4], predict the reactants needed to synthesize it. The reactants are: [C:1]([N:5]1[C:9]2[CH:10]=[CH:11][CH:12]=[CH:13][C:8]=2[O:7][C:6]1=[O:14])(=[O:4])[CH2:2][CH3:3].[CH:15](=[O:22])[C:16]1[CH:21]=[CH:20][CH:19]=[CH:18][CH:17]=1. (8) Given the product [CH3:48][O:47][C:45](=[O:46])[CH2:44][O:30][C:27]1[CH:28]=[CH:29][C:22]2[S:21][C:20](=[C:17]3[S:16][C:15](=[N:31][C:32]4[CH:33]=[C:34]([C:35]#[N:36])[CH:37]=[CH:38][C:39]=4[NH:40][CH2:41][CH3:42])[N:14]([CH2:7][C:8]4[CH:13]=[CH:12][CH:11]=[CH:10][CH:9]=4)[C:18]3=[O:19])[N:24]([CH3:25])[C:23]=2[CH:26]=1, predict the reactants needed to synthesize it. The reactants are: C([O-])([O-])=O.[K+].[K+].[CH2:7]([N:14]1[C:18](=[O:19])[C:17](=[C:20]2[N:24]([CH3:25])[C:23]3[CH:26]=[C:27]([OH:30])[CH:28]=[CH:29][C:22]=3[S:21]2)[S:16][C:15]1=[N:31][C:32]1[CH:33]=[C:34]([CH:37]=[CH:38][C:39]=1[NH:40][CH2:41][CH3:42])[C:35]#[N:36])[C:8]1[CH:13]=[CH:12][CH:11]=[CH:10][CH:9]=1.Br[CH2:44][C:45]([O:47][CH3:48])=[O:46]. (9) Given the product [Cl:1][C:2]1[CH:7]=[CH:6][C:5]([CH:8]([C:26]2[CH:27]=[CH:28][C:23]([CH2:22][OH:21])=[CH:24][CH:25]=2)[CH2:9][C:10]([C:12]2[CH:13]=[CH:14][C:15](=[O:19])[N:16]([CH3:18])[CH:17]=2)=[O:11])=[C:4]([CH3:20])[CH:3]=1, predict the reactants needed to synthesize it. The reactants are: [Cl:1][C:2]1[CH:7]=[CH:6][C:5](/[CH:8]=[CH:9]/[C:10]([C:12]2[CH:13]=[CH:14][C:15](=[O:19])[N:16]([CH3:18])[CH:17]=2)=[O:11])=[C:4]([CH3:20])[CH:3]=1.[OH:21][CH2:22][C:23]1[CH:28]=[CH:27][C:26](B(O)O)=[CH:25][CH:24]=1.C(=O)([O-])O.[Na+]. (10) Given the product [Cl:1][C:2]1[CH:10]=[C:6]([C:7]([NH:21][C@H:22]([C:24]2[CH:33]=[CH:32][C:27]([C:28]([O:30][CH3:31])=[O:29])=[CH:26][CH:25]=2)[CH3:23])=[O:9])[C:5]([CH2:11][O:12][C:13]2[CH:18]=[CH:17][CH:16]=[C:15]([Cl:19])[CH:14]=2)=[N:4][CH:3]=1, predict the reactants needed to synthesize it. The reactants are: [Cl:1][C:2]1[CH:3]=[N:4][C:5]([CH2:11][O:12][C:13]2[CH:18]=[CH:17][CH:16]=[C:15]([Cl:19])[CH:14]=2)=[C:6]([CH:10]=1)[C:7]([OH:9])=O.Cl.[NH2:21][C@H:22]([C:24]1[CH:33]=[CH:32][C:27]([C:28]([O:30][CH3:31])=[O:29])=[CH:26][CH:25]=1)[CH3:23].